Task: Predict the reaction yield, written as a fraction of the theoretical maximum amount of product (1.0 means a 100% yield; for example, 0.34 means a 34% yield).. Dataset: Reaction yield outcomes from USPTO patents with 853,638 reactions (1) The reactants are [CH2:1]([N:8]1[CH:16]=[C:15]2[C:10]([CH:11]=[C:12]([C:17]3[CH:18]=[C:19]([CH2:27][CH:28]4[O:33][CH2:32][CH2:31][NH:30][CH2:29]4)[N:20]4[C:25]=3[C:24]([NH2:26])=[N:23][CH:22]=[N:21]4)[CH:13]=[CH:14]2)=[N:9]1)[C:2]1[CH:7]=[CH:6][CH:5]=[CH:4][CH:3]=1.[CH3:34][S:35](Cl)(=[O:37])=[O:36].C(N(CC)C(C)C)(C)C. The catalyst is CN(C=O)C. The product is [CH2:1]([N:8]1[CH:16]=[C:15]2[C:10]([CH:11]=[C:12]([C:17]3[CH:18]=[C:19]([CH2:27][CH:28]4[O:33][CH2:32][CH2:31][N:30]([S:35]([CH3:34])(=[O:37])=[O:36])[CH2:29]4)[N:20]4[C:25]=3[C:24]([NH2:26])=[N:23][CH:22]=[N:21]4)[CH:13]=[CH:14]2)=[N:9]1)[C:2]1[CH:3]=[CH:4][CH:5]=[CH:6][CH:7]=1. The yield is 0.210. (2) The product is [NH:6]1[C:7]2=[N:8][CH:9]=[CH:10][CH:11]=[C:12]2[C:4]([C:3]([OH:20])=[O:1])=[N:5]1. The yield is 0.810. The reactants are [OH-:1].[Na+].[CH3:3][C:4]1[C:12]2[C:7](=[N:8][CH:9]=[CH:10][CH:11]=2)[NH:6][N:5]=1.[O-][Mn](=O)(=O)=O.[K+].C[OH:20]. The catalyst is O.C(Cl)Cl. (3) The reactants are [F:1][C:2]([F:32])([F:31])[C:3]1[CH:4]=[C:5]([CH:13]2[CH:22]([C:23](O)=[O:24])[C:21]3[C:16](=[CH:17][CH:18]=[CH:19][CH:20]=3)[C:15](=[O:26])[N:14]2[CH2:27][CH2:28][O:29][CH3:30])[CH:6]=[C:7]([C:9]([F:12])([F:11])[F:10])[CH:8]=1.C1CN([P+](ON2N=NC3C=CC=CC2=3)(N2CCCC2)N2CCCC2)CC1.F[P-](F)(F)(F)(F)F.[CH3:66][O:67][CH2:68][CH2:69][NH2:70].C(N(CC)C(C)C)(C)C. The catalyst is CN(C=O)C. The product is [F:32][C:2]([F:1])([F:31])[C:3]1[CH:4]=[C:5]([C@H:13]2[C@H:22]([C:23]([NH:70][CH2:69][CH2:68][O:67][CH3:66])=[O:24])[C:21]3[C:16](=[CH:17][CH:18]=[CH:19][CH:20]=3)[C:15](=[O:26])[N:14]2[CH2:27][CH2:28][O:29][CH3:30])[CH:6]=[C:7]([C:9]([F:10])([F:12])[F:11])[CH:8]=1. The yield is 0.270. (4) The reactants are [C:1]([O:5][C:6]([N:8]1[CH2:12][CH2:11][CH2:10][CH:9]1[C:13]1[NH:14][C:15]([C:18]2[CH:31]=[CH:30][C:29]3[C:28]4[C:23](=[CH:24][C:25](Br)=[CH:26][CH:27]=4)[CH2:22][CH2:21][C:20]=3[CH:19]=2)=[CH:16][N:17]=1)=[O:7])([CH3:4])([CH3:3])[CH3:2].[C:33]([O:37][C:38]([N:40]1[CH2:44][CH2:43][CH2:42][CH:41]1[C:45]1[NH:49][C:48]2[CH:50]=[C:51](B3OC(C)(C)C(C)(C)O3)[CH:52]=[CH:53][C:47]=2[N:46]=1)=[O:39])([CH3:36])([CH3:35])[CH3:34].C([O-])(=O)C.[K+]. The catalyst is COCCOC.O.C(OCC)(=O)C.C1C=CC(P(C2C=CC=CC=2)[C-]2C=CC=C2)=CC=1.C1C=CC(P(C2C=CC=CC=2)[C-]2C=CC=C2)=CC=1.Cl[Pd]Cl.[Fe+2].C1C=CC([P]([Pd]([P](C2C=CC=CC=2)(C2C=CC=CC=2)C2C=CC=CC=2)([P](C2C=CC=CC=2)(C2C=CC=CC=2)C2C=CC=CC=2)[P](C2C=CC=CC=2)(C2C=CC=CC=2)C2C=CC=CC=2)(C2C=CC=CC=2)C2C=CC=CC=2)=CC=1. The yield is 0.630. The product is [C:1]([O:5][C:6]([N:8]1[CH2:12][CH2:11][CH2:10][CH:9]1[C:13]1[NH:14][C:15]([C:18]2[CH:31]=[CH:30][C:29]3[C:28]4[C:23](=[CH:24][C:25]([C:51]5[CH:52]=[CH:53][C:47]6[N:46]=[C:45]([CH:41]7[CH2:42][CH2:43][CH2:44][N:40]7[C:38]([O:37][C:33]([CH3:34])([CH3:35])[CH3:36])=[O:39])[NH:49][C:48]=6[CH:50]=5)=[CH:26][CH:27]=4)[CH2:22][CH2:21][C:20]=3[CH:19]=2)=[CH:16][N:17]=1)=[O:7])([CH3:4])([CH3:3])[CH3:2]. (5) The product is [ClH:37].[ClH:64].[C:38]([C:20]1[CH:21]=[N:22][C:23]2[C:28]([C:19]=1[NH:18][C@H:15]1[CH2:16][CH2:17][C@H:12]([NH:11][C:9](=[O:10])[CH:8]([NH2:7])[CH:41]([CH3:43])[CH3:42])[CH2:13][CH2:14]1)=[N:27][C:26]([C:29]1[CH:34]=[C:33]([F:35])[C:32]([OH:36])=[C:31]([Cl:37])[CH:30]=1)=[CH:25][CH:24]=2)(=[O:40])[CH3:39]. The reactants are C(OC(=O)[NH:7][CH:8]([CH:41]([CH3:43])[CH3:42])[C:9]([NH:11][C@H:12]1[CH2:17][CH2:16][C@H:15]([NH:18][C:19]2[C:28]3[C:23](=[CH:24][CH:25]=[C:26]([C:29]4[CH:34]=[C:33]([F:35])[C:32]([OH:36])=[C:31]([Cl:37])[CH:30]=4)[N:27]=3)[N:22]=[CH:21][C:20]=2[C:38](=[O:40])[CH3:39])[CH2:14][CH2:13]1)=[O:10])(C)(C)C.C(O)(C(F)(F)F)=O.C1(N)C(F)=C(F)C(F)=C(N)C=1F.[ClH:64].Cl. The yield is 0.300. No catalyst specified. (6) The reactants are Cl.[N:2]1[CH:7]=[CH:6][CH:5]=[CH:4][C:3]=1[CH2:8]Cl.[Cl:10][C:11]1[C:19]2[C:14](=[CH:15][CH:16]=[C:17]([N+:20]([O-:22])=[O:21])[CH:18]=2)[NH:13][CH:12]=1.C(=O)([O-])[O-].[K+].[K+]. The catalyst is CN(C=O)C. The product is [Cl:10][C:11]1[C:19]2[C:14](=[CH:15][CH:16]=[C:17]([N+:20]([O-:22])=[O:21])[CH:18]=2)[N:13]([CH2:8][C:3]2[CH:4]=[CH:5][CH:6]=[CH:7][N:2]=2)[CH:12]=1. The yield is 0.880.